This data is from Reaction yield outcomes from USPTO patents with 853,638 reactions. The task is: Predict the reaction yield, written as a fraction of the theoretical maximum amount of product (1.0 means a 100% yield; for example, 0.34 means a 34% yield). (1) The reactants are [C:1]([C:4]1[CH:27]=[CH:26][C:7]([O:8][CH2:9][C:10]2[CH:15]=[CH:14][C:13]([CH:16]([OH:25])[C:17]3[CH:18]=[C:19]([CH:22]=[CH:23][CH:24]=3)[C:20]#N)=[CH:12][CH:11]=2)=[C:6]([CH2:28][CH2:29][CH3:30])[C:5]=1[OH:31])(=[O:3])[CH3:2].[OH-:32].[K+].C(O)C.Cl.[OH2:38]. No catalyst specified. The product is [C:1]([C:4]1[CH:27]=[CH:26][C:7]([O:8][CH2:9][C:10]2[CH:15]=[CH:14][C:13]([CH:16]([OH:25])[C:17]3[CH:18]=[C:19]([CH:22]=[CH:23][CH:24]=3)[C:20]([OH:38])=[O:32])=[CH:12][CH:11]=2)=[C:6]([CH2:28][CH2:29][CH3:30])[C:5]=1[OH:31])(=[O:3])[CH3:2]. The yield is 0.750. (2) The reactants are [CH3:1][N:2]1[C:10]2[C:5](=[CH:6][CH:7]=[C:8]([N+:11]([O-:13])=[O:12])[CH:9]=2)[C:4]([C:14](=O)[C:15]([N:17]2[CH2:21][CH2:20][CH2:19][CH2:18]2)=O)=[CH:3]1.B.C1COCC1. The catalyst is C1COCC1. The product is [CH3:1][N:2]1[C:10]2[C:5](=[CH:6][CH:7]=[C:8]([N+:11]([O-:13])=[O:12])[CH:9]=2)[C:4]([CH2:14][CH2:15][N:17]2[CH2:21][CH2:20][CH2:19][CH2:18]2)=[CH:3]1. The yield is 0.530. (3) The reactants are [CH2:1]([O:3][C:4]1[CH:5]=[C:6]([C:10]2[CH:15]=[CH:14][C:13]([CH2:16][C:17](O)=[O:18])=[C:12]([N+:20]([O-])=O)[CH:11]=2)[CH:7]=[CH:8][CH:9]=1)[CH3:2]. The catalyst is C(O)(=O)C.[Fe]. The product is [CH2:1]([O:3][C:4]1[CH:5]=[C:6]([C:10]2[CH:11]=[C:12]3[C:13]([CH2:16][C:17](=[O:18])[NH:20]3)=[CH:14][CH:15]=2)[CH:7]=[CH:8][CH:9]=1)[CH3:2]. The yield is 0.910. (4) The reactants are [CH:1]1([C:6]2[CH:11]=[CH:10][CH:9]=[CH:8][C:7]=2[OH:12])[CH2:5][CH2:4][CH2:3][CH2:2]1.[BrH:13].CS(C)=O. The catalyst is C(O)(=O)C.O. The product is [Br:13][C:10]1[CH:9]=[CH:8][C:7]([OH:12])=[C:6]([CH:1]2[CH2:2][CH2:3][CH2:4][CH2:5]2)[CH:11]=1. The yield is 0.890. (5) The reactants are [ClH:1].C(O[C:5](=[NH:14])[C:6]1[CH:11]=[CH:10][C:9]([Br:12])=[CH:8][C:7]=1[F:13])C.[NH3:15]. No catalyst specified. The product is [ClH:1].[Br:12][C:9]1[CH:10]=[CH:11][C:6]([C:5]([NH2:14])=[NH:15])=[C:7]([F:13])[CH:8]=1. The yield is 1.00. (6) The reactants are Br[C:2]1[CH:7]=[CH:6][CH:5]=[C:4]([Br:8])[N:3]=1.[F:9][C:10]1[CH:15]=[CH:14][C:13](B(O)O)=[C:12]([CH3:19])[CH:11]=1.C(=O)([O-])[O-].[Tl+2]. The catalyst is C1(C)C=CC=CC=1.C(Cl)Cl.CCCCCC.C1C=CC([P]([Pd]([P](C2C=CC=CC=2)(C2C=CC=CC=2)C2C=CC=CC=2)([P](C2C=CC=CC=2)(C2C=CC=CC=2)C2C=CC=CC=2)[P](C2C=CC=CC=2)(C2C=CC=CC=2)C2C=CC=CC=2)(C2C=CC=CC=2)C2C=CC=CC=2)=CC=1. The product is [Br:8][C:4]1[CH:5]=[CH:6][CH:7]=[C:2]([C:13]2[CH:14]=[CH:15][C:10]([F:9])=[CH:11][C:12]=2[CH3:19])[N:3]=1. The yield is 0.740. (7) The reactants are NCCCN1C2C=CC=CC=2N=C1CN(C)C1C2N=CC=CC=2CCC1.CS(Cl)(=O)=O.[CH3:32][N:33]([CH2:44][C:45]1[N:49]([CH2:50][CH2:51][CH2:52][NH:53][S:54]([C:57]2C=CC=CC=2)(=[O:56])=[O:55])[C:48]2[CH:63]=[CH:64][CH:65]=[CH:66][C:47]=2[N:46]=1)[CH:34]1[C:43]2[N:42]=[CH:41][CH:40]=[CH:39][C:38]=2[CH2:37][CH2:36][CH2:35]1. No catalyst specified. The product is [CH3:32][N:33]([CH2:44][C:45]1[N:49]([CH2:50][CH2:51][CH2:52][NH:53][S:54]([CH3:57])(=[O:56])=[O:55])[C:48]2[CH:63]=[CH:64][CH:65]=[CH:66][C:47]=2[N:46]=1)[CH:34]1[C:43]2[N:42]=[CH:41][CH:40]=[CH:39][C:38]=2[CH2:37][CH2:36][CH2:35]1. The yield is 0.680. (8) The reactants are [C:1](OC(=O)C)(=[O:3])[CH3:2].[C:8]([O:12][C:13]([N:15]1[C@@H:20]([C@@H:21]([OH:33])[C@@H:22]([NH2:32])[CH2:23][C:24]2[CH:29]=[C:28]([OH:30])[CH:27]=[C:26]([F:31])[CH:25]=2)[CH2:19][O:18][C@H:17]([O:34][C:35]([CH2:39][F:40])([CH3:38])[CH2:36][F:37])[CH2:16]1)=[O:14])([CH3:11])([CH3:10])[CH3:9].C(N(CC)CC)C. The catalyst is ClCCl. The product is [C:8]([O:12][C:13]([N:15]1[C@@H:20]([C@@H:21]([OH:33])[C@@H:22]([NH:32][C:1](=[O:3])[CH3:2])[CH2:23][C:24]2[CH:29]=[C:28]([OH:30])[CH:27]=[C:26]([F:31])[CH:25]=2)[CH2:19][O:18][C@H:17]([O:34][C:35]([CH2:36][F:37])([CH3:38])[CH2:39][F:40])[CH2:16]1)=[O:14])([CH3:10])([CH3:11])[CH3:9]. The yield is 0.875. (9) The yield is 0.0500. The product is [F:17][C:11]1[CH:10]=[C:9]([C:3]23[CH2:8][CH:7]2[CH2:6][NH:5][CH2:4]3)[CH:14]=[CH:13][C:12]=1[CH2:15][N:16]1[CH:21]=[CH:20][CH:19]=[CH:26]1. The catalyst is CO.O1CCCC1. The reactants are Cl.Cl.[C:3]12([C:9]3[CH:14]=[CH:13][C:12]([CH2:15][NH2:16])=[C:11]([F:17])[CH:10]=3)[CH2:8][CH:7]1[CH2:6][NH:5][CH2:4]2.F[C:19]1[CH:26]=[C:20]([C:21]23CC2CN([CH2:21][C:20]2C=CC=[CH:26][CH:19]=2)C3)[CH:19]=[CH:26][C:20]=1[C:21]#N.COC1CCC(OC)O1.OS(O)(=O)=O.C([O-])(O)=O.[Na+].